This data is from Merck oncology drug combination screen with 23,052 pairs across 39 cell lines. The task is: Regression. Given two drug SMILES strings and cell line genomic features, predict the synergy score measuring deviation from expected non-interaction effect. (1) Drug 2: CCC1=CC2CN(C1)Cc1c([nH]c3ccccc13)C(C(=O)OC)(c1cc3c(cc1OC)N(C)C1C(O)(C(=O)OC)C(OC(C)=O)C4(CC)C=CCN5CCC31C54)C2. Synergy scores: synergy=-17.4. Drug 1: O=S1(=O)NC2(CN1CC(F)(F)F)C1CCC2Cc2cc(C=CCN3CCC(C(F)(F)F)CC3)ccc2C1. Cell line: EFM192B. (2) Drug 1: CS(=O)(=O)CCNCc1ccc(-c2ccc3ncnc(Nc4ccc(OCc5cccc(F)c5)c(Cl)c4)c3c2)o1. Drug 2: COC1=C2CC(C)CC(OC)C(O)C(C)C=C(C)C(OC(N)=O)C(OC)C=CC=C(C)C(=O)NC(=CC1=O)C2=O. Synergy scores: synergy=-3.91. Cell line: A2780. (3) Drug 1: Cn1nnc2c(C(N)=O)ncn2c1=O. Drug 2: CS(=O)(=O)CCNCc1ccc(-c2ccc3ncnc(Nc4ccc(OCc5cccc(F)c5)c(Cl)c4)c3c2)o1. Cell line: VCAP. Synergy scores: synergy=-6.40. (4) Drug 1: C=CCn1c(=O)c2cnc(Nc3ccc(N4CCN(C)CC4)cc3)nc2n1-c1cccc(C(C)(C)O)n1. Drug 2: C#Cc1cccc(Nc2ncnc3cc(OCCOC)c(OCCOC)cc23)c1. Cell line: A427. Synergy scores: synergy=-0.643. (5) Drug 1: Cn1nnc2c(C(N)=O)ncn2c1=O. Drug 2: CS(=O)(=O)CCNCc1ccc(-c2ccc3ncnc(Nc4ccc(OCc5cccc(F)c5)c(Cl)c4)c3c2)o1. Cell line: DLD1. Synergy scores: synergy=5.46. (6) Drug 1: Cn1nnc2c(C(N)=O)ncn2c1=O. Drug 2: CCC1(O)C(=O)OCc2c1cc1n(c2=O)Cc2cc3c(CN(C)C)c(O)ccc3nc2-1. Cell line: OVCAR3. Synergy scores: synergy=6.94. (7) Drug 1: CN1C(=O)C=CC2(C)C3CCC4(C)C(NC(=O)OCC(F)(F)F)CCC4C3CCC12. Drug 2: Cn1nnc2c(C(N)=O)ncn2c1=O. Cell line: UWB1289BRCA1. Synergy scores: synergy=13.7.